The task is: Binary Classification. Given a miRNA mature sequence and a target amino acid sequence, predict their likelihood of interaction.. This data is from Experimentally validated miRNA-target interactions with 360,000+ pairs, plus equal number of negative samples. (1) The miRNA is hsa-miR-7978 with sequence UCUGGUGUAUAGCGUUGCUCA. The protein sequence of the target gene is MFGGPGPGVLGAQGMAGPLRGRVEELKLPWWRESSPLVLRHSEAARLAADALLERGEAAYLRVISEERELPFLSALDVDYMTSHVRGGPELSEAQGQEASGPDRLSLLSEVTSGTYFPMASDIDPPDLDLGWPEVPQATGFSPTQAVVHFQRDKAKNIKDLLRFLFSQAHTVVAVVMDIFTDMELLCDLMEASSRRGVPVYLLLAQEHLRHFLEMCYKMDLNGEHLPNMRVRSTCGDTYCSKAGRRFTGQALEKFVLIDCEQVVAGSYSFTWLCSQAHTSMVLQLRGRIVEDFDREFRCL.... Result: 0 (no interaction). (2) The miRNA is ath-miR842 with sequence UCAUGGUCAGAUCCGUCAUCC. The protein sequence of the target gene is MAQPYPPAQYPPPPQNGIPAEYAPPPPHPTQDYSGQTPVPPEHGMTLYTPAQTHPEQPGTEASTQPIAGTQTVPQADEAAQTDNQQLHPSDPTEKQQPKRLHVSNIPFRFRDPDLRQMFGQFGKILDVEIIFNERGSKGFGFVTFETSSDADRAREKLNGTIVEGRKIEVNNATARVMTNKKPGNPYANGWKLNPVVGTVYGPEFYAVTSFPYPTTGTAVAYRGAHLRGRGRAVYNTFRAAPPPPPIPTYGAALEQTLVKMPVPWAGLAPCPLPPQQTPEPAYPTSPAFPPLSCPFASRV.... Result: 0 (no interaction). (3) The miRNA is hsa-miR-17-5p with sequence CAAAGUGCUUACAGUGCAGGUAG. The protein sequence of the target gene is MDKPRKENEEEPQSRPRPMRRGLRWSTLPKSSPPRSSLRRSSPRRRSSFLRSSCLSSCLRCSSRRTPSAGLSRKDLFEGRPPMEQPPCGVGKHKLEEGSFKERLARSRPQFRGDIHGRNLSNEEMIQAADELEEMKRVRNKLMIMHWKAKRSRPYPI. Result: 1 (interaction). (4) The miRNA is hsa-miR-489-3p with sequence GUGACAUCACAUAUACGGCAGC. The protein sequence of the target gene is MTSRRWFHPNITGVEAENLLLTRGVDGSFLARPSKSNPGDFTLSVRRNGAVTHIKIQNTGDYYDLYGGEKFATLAELVQYYMEHHGQLKEKNGDVIELKYPLNCADPTSERWFHGHLSGKEAEKLLTEKGKHGSFLVRESQSHPGDFVLSVRTGDDKGESNDGKSKVTHVMIRCQELKYDVGGGERFDSLTDLVEHYKKNPMVETLGTVLQLKQPLNTTRINAAEIESRVRELSKLAETTDKVKQGFWEEFETLQQQECKLLYSRKEGQRQENKNKNRYKNILPFDHTRVVLHDGDPNEP.... Result: 1 (interaction). (5) The miRNA is hsa-miR-2909 with sequence GUUAGGGCCAACAUCUCUUGG. The protein sequence of the target gene is MQSIKCVVVGDGAVGKTCLLICYTTNAFPKEYIPTVFDNYSAQSAVDGRTVNLNLWDTAGQEEYDRLRTLSYPQTNVFVICFSIASPPSYENVRHKWHPEVCHHCPDVPILLVGTKKDLRAQPDTLRRLKEQGQAPITPQQGQALAKQIHAVRYLECSALQQDGVKEVFAEAVRAVLNPTPIKRGRSCILL. Result: 1 (interaction). (6) The miRNA is rno-miR-292-5p with sequence ACUCAAACUGGGGGCUCUUUUG. The protein sequence of the target gene is MAMDGYLWMVILGFIIAFILAFSVGANDVANSFGTAVGSGVVTLRQACILASIFETTGSVLLGAKVGETIRKGIIDVNLYNETVETLMAGEVSAMVGSAVWQLIASFLRLPISGTHCIVGSTIGFSLVAIGPKGVQWMELVKIVASWFISPLLSGFMSGVLFILIRMFILTKEDPVPNGLQALPLFYAATIAINVFSIMYTGAPVLGLSLPIWAIALISFGVALLFAFFVWLFVCPWMKRKIAGRLEKESALSRASDESLRKVQEAESPGFKELPGAKPSDDSAVPLTSLAGEAVGASEG.... Result: 0 (no interaction). (7) The miRNA is hsa-miR-671-5p with sequence AGGAAGCCCUGGAGGGGCUGGAG. The protein sequence of the target gene is MIVFGGEDRSDLFLPDSQTNEERKQYDSVAFEDVAVNFTQEEWALLGPSQKSLYRDVMWETIRNLDCIGMKWEDTNIEDQHRNPRRSLRCHIIERFSESRQPDSTVNEKPPGVDPCKSSVCGEIMGCSFLNCYITFDAGHKPDECQEYGEKPHTHKQCGTAFNYHHSFQTQERPHTGKKRYDCKECGKTFSSSGNLRRHIIVQRGGGPYICKLCGKAFFWPSLFRMHERTHTGEKPYECKQCCKAFPIYSSYLRHERTHTGEKPYECKHCSKAFPDYSSYVRHERTHTGEKPYKCKRCGR.... Result: 1 (interaction). (8) The protein sequence of the target gene is MTRWARVTTSNSKRPLSATSWEDMKKGSVERADQSLPNRKQCQSSRLPLRNDSPQAKRKKNKKKKEYLNEDVNGFMEYLKQNSQVLHNGQLIAADSQEVREEIAVALKKDSRREGRRLKRQAAKKNAMVCFHCRQPGHGIADCPAVLESQDMGTGICYRCGSTEHEMSKCRANVDPALGEFPFAKCFVCGEMGHLSRSCPDNTKGVYADGGSCKLCGSVEHFKKDCRENQNSDRIITVGRWAKGMSADYEDVLDVPKLQKPKTKVPKVVNF. Result: 0 (no interaction). The miRNA is ath-miR837-3p with sequence AAACGAACAAAAAACUGAUGG. (9) The miRNA is hsa-miR-3658 with sequence UUUAAGAAAACACCAUGGAGAU. The protein sequence of the target gene is MIQNVGNHLRRGLASVFSNRTSRKSALRAGNDSAMADGEGYRNPTEVQMSQLVLPCHTNQRGELSVGQLLKWIDTTACLSAERHAGCPCVTASMDDIYFEHTISVGQVVNIKAKVNRAFNSSMEVGIQVASEDLCSEKQWNVCKALATFVARREITKVKLKQITPRTEEEKMEHSVAAERRRMRLVYADTIKDLLANCAIQGDLESRDCSRMVPAEKTRVESVELVLPPHANHQGNTFGGQIMAWMENVATIAASRLCRAHPTLKAIEMFHFRGPSQVGDRLVLKAIVNNAFKHSMEVGV.... Result: 0 (no interaction). (10) The miRNA is hsa-miR-4513 with sequence AGACUGACGGCUGGAGGCCCAU. Result: 0 (no interaction). The protein sequence of the target gene is MTLSPLLLFLPPLLLLLDVPTAAVQASPLQALDFFGNGPPVNYKTGNLYLRGPLKKSNAPLVNVTLYYEALCGGCRAFLIRELFPTWLLVMEILNVTLVPYGNAQEQNVSGRWEFKCQHGEEECKFNKVEACVLDELDMELAFLTIVCMEEFEDMERSLPLCLQLYAPGLSPDTIMECAMGDRGMQLMHANAQRTDALQPPHEYVPWVTVNGKPLEDQTQLLTLVCQLYQGKKPDVCPSSTSSLRSVCFK.